Dataset: Full USPTO retrosynthesis dataset with 1.9M reactions from patents (1976-2016). Task: Predict the reactants needed to synthesize the given product. (1) Given the product [CH3:18][O:17][C:16]1[CH:15]=[C:14]2[C:5](=[CH:4][C:3]=1[O:2][CH3:1])[CH:6]=[N:7][C:8]1[C:31]3[CH:30]=[C:26]4[O:27][CH2:28][O:29][C:25]4=[C:24]([CH2:32][N:33]4[CH:37]=[CH:36][N:35]=[CH:34]4)[C:23]=3[CH2:22][C:9]2=1, predict the reactants needed to synthesize it. The reactants are: [CH3:1][O:2][C:3]1[CH:4]=[C:5]([CH:14]=[CH:15][C:16]=1[O:17][CH3:18])[CH2:6][NH:7][CH2:8][CH:9](OC)OC.CO/N=[CH:22]/[C:23]1[CH:31]=[CH:30][C:26]2[O:27][CH2:28][O:29][C:25]=2[C:24]=1[CH2:32][N:33]1[CH:37]=[CH:36][N:35]=[CH:34]1.Cl.[NH4+].[OH-]. (2) Given the product [CH3:13][N:14]([CH3:18])[CH2:15][CH2:16][NH:17][C:1](=[O:12])/[CH:2]=[CH:3]/[CH2:4][CH2:5][CH2:6][CH2:7][CH2:8][CH2:9][CH3:10], predict the reactants needed to synthesize it. The reactants are: [C:1]([OH:12])(=O)/[CH:2]=[CH:3]/[CH2:4][CH2:5][CH2:6][CH2:7][CH2:8][CH2:9][CH3:10].[CH3:13][N:14]([CH3:18])[CH2:15][CH2:16][NH2:17].